From a dataset of Full USPTO retrosynthesis dataset with 1.9M reactions from patents (1976-2016). Predict the reactants needed to synthesize the given product. (1) Given the product [N+:1]([C:4]1[CH:5]=[C:6]2[C:10](=[CH:11][CH:12]=1)[N:9]([CH2:14][C:15]1[CH:20]=[CH:19][CH:18]=[C:17]([O:21][C:22]([F:23])([F:24])[F:25])[CH:16]=1)[CH:8]=[CH:7]2)([O-:3])=[O:2], predict the reactants needed to synthesize it. The reactants are: [N+:1]([C:4]1[CH:5]=[C:6]2[C:10](=[CH:11][CH:12]=1)[NH:9][CH:8]=[CH:7]2)([O-:3])=[O:2].Br[CH2:14][C:15]1[CH:20]=[CH:19][CH:18]=[C:17]([O:21][C:22]([F:25])([F:24])[F:23])[CH:16]=1.C(=O)([O-])[O-].[K+].[K+]. (2) Given the product [C:1]([O:5][C:6]([N:8]1[C:16]2[C:11](=[CH:12][CH:13]=[C:14]([O:17][CH2:48][CH2:47][CH2:46][Br:45])[CH:15]=2)[CH:10]=[C:9]1[C:18]1[C:19]2[S:32][C:31]([C:33]3[CH:34]=[CH:35][CH:36]=[CH:37][CH:38]=3)=[CH:30][C:20]=2[N:21]([C:23]([O:25][C:26]([CH3:29])([CH3:28])[CH3:27])=[O:24])[N:22]=1)=[O:7])([CH3:2])([CH3:3])[CH3:4], predict the reactants needed to synthesize it. The reactants are: [C:1]([O:5][C:6]([N:8]1[C:16]2[C:11](=[CH:12][CH:13]=[C:14]([OH:17])[CH:15]=2)[CH:10]=[C:9]1[C:18]1[C:19]2[S:32][C:31]([C:33]3[CH:38]=[CH:37][CH:36]=[CH:35][CH:34]=3)=[CH:30][C:20]=2[N:21]([C:23]([O:25][C:26]([CH3:29])([CH3:28])[CH3:27])=[O:24])[N:22]=1)=[O:7])([CH3:4])([CH3:3])[CH3:2].C(=O)([O-])[O-].[Cs+].[Cs+].[Br:45][CH2:46][CH2:47][CH2:48]Br. (3) The reactants are: [CH3:1][N:2]1[C:6]([C:7]2[CH:15]=[CH:14][C:10]([C:11](O)=[O:12])=[CH:9][CH:8]=2)=[C:5]([NH:16][C:17]([O:19][C@@H:20]([C:22]2[CH:27]=[CH:26][CH:25]=[CH:24][CH:23]=2)[CH3:21])=[O:18])[C:4]([CH3:28])=[N:3]1.Cl.C[O:31][C:32](=[O:44])[C@H:33]([NH2:43])[CH2:34][C:35]1[CH:40]=[CH:39][C:38]([F:41])=[C:37]([F:42])[CH:36]=1. Given the product [F:42][C:37]1[CH:36]=[C:35]([CH2:34][C@@H:33]([NH:43][C:11](=[O:12])[C:10]2[CH:14]=[CH:15][C:7]([C:6]3[N:2]([CH3:1])[N:3]=[C:4]([CH3:28])[C:5]=3[NH:16][C:17]([O:19][C@@H:20]([C:22]3[CH:27]=[CH:26][CH:25]=[CH:24][CH:23]=3)[CH3:21])=[O:18])=[CH:8][CH:9]=2)[C:32]([OH:31])=[O:44])[CH:40]=[CH:39][C:38]=1[F:41], predict the reactants needed to synthesize it. (4) Given the product [OH:15][C:9]1([CH2:3][C:4]([O:6][CH2:7][CH3:8])=[O:5])[CH2:14][CH2:13][CH2:12][CH:11]=[CH:10]1, predict the reactants needed to synthesize it. The reactants are: Br[Zn][CH2:3][C:4]([O:6][CH2:7][CH3:8])=[O:5].[C:9]1(=[O:15])[CH2:14][CH2:13][CH2:12][CH:11]=[CH:10]1.Cl.C(OCC)(=O)C.